From a dataset of Peptide-MHC class II binding affinity with 134,281 pairs from IEDB. Regression. Given a peptide amino acid sequence and an MHC pseudo amino acid sequence, predict their binding affinity value. This is MHC class II binding data. (1) The peptide sequence is TISSYFVGKMYFNLIDTK. The MHC is DRB3_0101 with pseudo-sequence DRB3_0101. The binding affinity (normalized) is 0.520. (2) The peptide sequence is VNVQTKPSLFKVRNG. The MHC is DRB1_0404 with pseudo-sequence DRB1_0404. The binding affinity (normalized) is 0.590. (3) The peptide sequence is LPISPLSNSLLRHHNLVYMT. The MHC is DRB1_1501 with pseudo-sequence DRB1_1501. The binding affinity (normalized) is 0.814. (4) The peptide sequence is ITDAVGNDMPGGYCL. The MHC is DRB4_0101 with pseudo-sequence DRB4_0103. The binding affinity (normalized) is 0.245.